From a dataset of Forward reaction prediction with 1.9M reactions from USPTO patents (1976-2016). Predict the product of the given reaction. (1) Given the reactants [Br:1][C:2]1[N:3]=[C:4]([CH:16]2[CH2:19][CH2:18][CH2:17]2)[N:5]([CH2:8][O:9][CH2:10][CH2:11][Si:12]([CH3:15])([CH3:14])[CH3:13])[C:6]=1Br.[Li]CCCC.[Cl:25][C:26]1[N:31]=[CH:30][CH:29]=[CH:28][N:27]=1.C(C1C(=O)C(Cl)=C(Cl)C(=O)C=1C#N)#N.[OH-].[Na+], predict the reaction product. The product is: [Br:1][C:2]1[N:3]=[C:4]([CH:16]2[CH2:19][CH2:18][CH2:17]2)[N:5]([CH2:8][O:9][CH2:10][CH2:11][Si:12]([CH3:15])([CH3:14])[CH3:13])[C:6]=1[C:28]1[CH:29]=[CH:30][N:31]=[C:26]([Cl:25])[N:27]=1. (2) Given the reactants [CH3:1][C@H:2]1[CH2:7][CH2:6][CH2:5][CH2:4][N:3]1[C:8]1[C:9](=[O:22])[NH:10][C:11]2[C:16]([N:17]=1)=[CH:15][C:14]([C:18]([O:20][CH3:21])=[O:19])=[CH:13][CH:12]=2.N1C=CC=CC=1.[O:29](S(C(F)(F)F)(=O)=O)[S:30]([C:33]([F:36])([F:35])[F:34])(=O)=[O:31], predict the reaction product. The product is: [CH3:1][C@H:2]1[CH2:7][CH2:6][CH2:5][CH2:4][N:3]1[C:8]1[C:9]([O:22][S:30]([C:33]([F:36])([F:35])[F:34])(=[O:31])=[O:29])=[N:10][C:11]2[C:16]([N:17]=1)=[CH:15][C:14]([C:18]([O:20][CH3:21])=[O:19])=[CH:13][CH:12]=2. (3) Given the reactants [F:1][C:2]1[CH:3]=[C:4]2[C:8](=[CH:9][CH:10]=1)[NH:7][CH:6]=[C:5]2[CH:11]=[O:12].[C:13](O[C:13]([O:15][C:16]([CH3:19])([CH3:18])[CH3:17])=[O:14])([O:15][C:16]([CH3:19])([CH3:18])[CH3:17])=[O:14].C([O-])([O-])=O.[Na+].[Na+], predict the reaction product. The product is: [F:1][C:2]1[CH:3]=[C:4]2[C:8](=[CH:9][CH:10]=1)[N:7]([C:13]([O:15][C:16]([CH3:19])([CH3:18])[CH3:17])=[O:14])[CH:6]=[C:5]2[CH:11]=[O:12]. (4) Given the reactants Br[C:2]1[CH:3]=[N:4][C:5]2[N:6]([CH:8]=[C:9]([CH2:11][O:12][C:13]3[CH:18]=[CH:17][C:16]([F:19])=[CH:15][CH:14]=3)[N:10]=2)[CH:7]=1.[F:20][C:21]1[N:26]=[CH:25][C:24](B(O)O)=[CH:23][CH:22]=1, predict the reaction product. The product is: [F:19][C:16]1[CH:17]=[CH:18][C:13]([O:12][CH2:11][C:9]2[N:10]=[C:5]3[N:4]=[CH:3][C:2]([C:24]4[CH:25]=[N:26][C:21]([F:20])=[CH:22][CH:23]=4)=[CH:7][N:6]3[CH:8]=2)=[CH:14][CH:15]=1. (5) Given the reactants [NH:1]1[CH:5]=[CH:4][N:3]=[C:2]1[CH2:6][N:7]([CH2:14][C:15]1[CH:20]=[CH:19][C:18]([C:21]([N:23]2[CH2:28][CH2:27][NH:26][CH2:25][CH2:24]2)=[O:22])=[CH:17][CH:16]=1)[CH2:8][C:9]1[NH:10][CH:11]=[CH:12][N:13]=1.[CH3:29][CH2:30][CH2:31][C:32](=O)[CH2:33][CH2:34][CH3:35].C([BH3-])#N.[Na+].[OH-].[Na+], predict the reaction product. The product is: [NH:1]1[CH:5]=[CH:4][N:3]=[C:2]1[CH2:6][N:7]([CH2:14][C:15]1[CH:16]=[CH:17][C:18]([C:21]([N:23]2[CH2:24][CH2:25][N:26]([CH:32]([CH2:33][CH2:34][CH3:35])[CH2:31][CH2:30][CH3:29])[CH2:27][CH2:28]2)=[O:22])=[CH:19][CH:20]=1)[CH2:8][C:9]1[NH:13][CH:12]=[CH:11][N:10]=1. (6) Given the reactants [CH3:1][C:2]1([CH:10]([OH:12])[CH3:11])[CH2:7][CH2:6][C:5]([CH3:8])=[C:4]([CH3:9])[CH2:3]1.[C:13]1(C)C=CC=CC=1, predict the reaction product. The product is: [CH3:1][C:2]1([C:10]([OH:12])([CH3:13])[CH3:11])[CH2:7][CH2:6][C:5]([CH3:8])=[C:4]([CH3:9])[CH2:3]1. (7) Given the reactants C[O:2][C:3]([C:5]1[C:6]2[CH:7]=[CH:8][N:9]([CH2:14][C:15]3[CH:20]=[CH:19][C:18]([N+:21]([O-])=O)=[CH:17][CH:16]=3)[C:10]=2[CH:11]=[CH:12][CH:13]=1)=[O:4].[C:24]([C:28]1[CH:33]=[CH:32][C:31]([S:34](Cl)(=[O:36])=[O:35])=[CH:30][CH:29]=1)([CH3:27])([CH3:26])[CH3:25], predict the reaction product. The product is: [C:24]([C:28]1[CH:33]=[CH:32][C:31]([S:34]([NH:21][C:18]2[CH:19]=[CH:20][C:15]([CH2:14][N:9]3[C:10]4[CH:11]=[CH:12][CH:13]=[C:5]([C:3]([OH:2])=[O:4])[C:6]=4[CH:7]=[CH:8]3)=[CH:16][CH:17]=2)(=[O:36])=[O:35])=[CH:30][CH:29]=1)([CH3:27])([CH3:25])[CH3:26].